Task: Predict the reactants needed to synthesize the given product.. Dataset: Full USPTO retrosynthesis dataset with 1.9M reactions from patents (1976-2016) (1) Given the product [C:2]([O:6][C:7](=[O:11])[CH2:8][CH2:9][NH2:10])([CH3:5])([CH3:4])[CH3:3], predict the reactants needed to synthesize it. The reactants are: Cl.[C:2]([O:6][C:7](=[O:11])[CH2:8][CH2:9][NH2:10])([CH3:5])([CH3:4])[CH3:3].C(N(CC)CC)C. (2) Given the product [N:30]([C:2]1[C:3]2[NH:10][CH:9]=[C:8]([C@@H:11]3[N:15]([C:16]([O:18][C:19]([CH3:22])([CH3:21])[CH3:20])=[O:17])[C@H:14]([CH2:23][OH:24])[C@H:13]4[O:25][C:26]([CH3:29])([CH3:28])[O:27][C@@H:12]34)[C:4]=2[N:5]=[CH:6][N:7]=1)=[N+:31]=[N-:32], predict the reactants needed to synthesize it. The reactants are: Cl[C:2]1[C:3]2[NH:10][CH:9]=[C:8]([C@@H:11]3[N:15]([C:16]([O:18][C:19]([CH3:22])([CH3:21])[CH3:20])=[O:17])[C@H:14]([CH2:23][OH:24])[C@H:13]4[O:25][C:26]([CH3:29])([CH3:28])[O:27][C@@H:12]34)[C:4]=2[N:5]=[CH:6][N:7]=1.[N-:30]=[N+:31]=[N-:32].[Na+].